Dataset: Orexin1 receptor HTS with 218,158 compounds and 233 confirmed actives. Task: Binary Classification. Given a drug SMILES string, predict its activity (active/inactive) in a high-throughput screening assay against a specified biological target. (1) The compound is S1CC(n2c1nc1c(c2=O)cccc1)CSc1c(NC(=O)c2cc(ccc2)C)cccc1. The result is 0 (inactive). (2) The molecule is FC(F)Oc1c(/C=C(\c2ccc(c3ccccc3)cc2)C(O)=O)cccc1. The result is 0 (inactive). (3) The result is 0 (inactive). The compound is S(=O)(=O)(N1CC(CCC1)C(=O)NCc1c(OC)cccc1)c1cc2C(C(=O)N(c2cc1)C)(C)C. (4) The drug is Clc1c(cc(OCc2onc(C(=O)N(C3CCOCC3)C)c2)cc1C)C. The result is 0 (inactive). (5) The molecule is O=c1n(nc(c2c1cccc2)C)CC(=O)Nc1c(OC)ccc(OC)c1. The result is 0 (inactive). (6) The molecule is O(c1ccc(C(c2ccccc2)(C)C)cc1)CCCNCCOC. The result is 0 (inactive).